Dataset: Catalyst prediction with 721,799 reactions and 888 catalyst types from USPTO. Task: Predict which catalyst facilitates the given reaction. (1) Reactant: [CH3:1][C:2]1[NH:6][N:5]=[C:4]([C:7]2[CH:12]=[CH:11][CH:10]=[CH:9][CH:8]=2)[CH:3]=1.[I-:13].[Na+].II.C([O-])([O-])=O.[K+].[K+]. Product: [I:13][C:3]1[C:2]([CH3:1])=[N:6][NH:5][C:4]=1[C:7]1[CH:8]=[CH:9][CH:10]=[CH:11][CH:12]=1. The catalyst class is: 20. (2) Reactant: [N+]([C:4]1[S:8][C:7]([C:9]#[N:10])=[CH:6][CH:5]=1)([O-])=O.[CH:11]1[C:16]([OH:17])=[CH:15][CH:14]=[C:13]([CH3:18])[CH:12]=1.C(=O)([O-])[O-].[K+].[K+]. Product: [C:13]1([CH3:18])[CH:12]=[CH:11][C:16]([O:17][C:4]2[S:8][C:7]([C:9]#[N:10])=[CH:6][CH:5]=2)=[CH:15][CH:14]=1. The catalyst class is: 16. (3) Reactant: [CH3:1][N:2]1[C:6]([N:7]([C:15]([O:17]CC(Cl)(Cl)Cl)=O)C(OC(Cl)(Cl)Cl)=O)=[CH:5][CH:4]=[N:3]1.[F:23][C:24]1[CH:29]=[CH:28][C:27]([C:30]2[N:31]=[C:32]([N:35]3[CH2:40][CH2:39][NH:38][CH2:37][CH2:36]3)[S:33][CH:34]=2)=[CH:26][CH:25]=1.C(N(C(C)C)CC)(C)C.O. Product: [F:23][C:24]1[CH:29]=[CH:28][C:27]([C:30]2[N:31]=[C:32]([N:35]3[CH2:36][CH2:37][N:38]([C:15]([NH:7][C:6]4[N:2]([CH3:1])[N:3]=[CH:4][CH:5]=4)=[O:17])[CH2:39][CH2:40]3)[S:33][CH:34]=2)=[CH:26][CH:25]=1. The catalyst class is: 16. (4) Reactant: [N:1]1[C:6]2[CH2:7][CH:8]([CH2:10][OH:11])[CH2:9][C:5]=2[N:4]=[CH:3][CH:2]=1.C(N(CC)CC)C.[CH3:19][S:20](Cl)(=[O:22])=[O:21]. Product: [N:1]1[C:6]2[CH2:7][CH:8]([CH2:10][O:11][S:20]([CH3:19])(=[O:22])=[O:21])[CH2:9][C:5]=2[N:4]=[CH:3][CH:2]=1. The catalyst class is: 46. (5) Reactant: [CH3:1][C:2]([NH2:12])([CH3:11])[CH2:3][C:4]1[CH:9]=[CH:8][C:7]([CH3:10])=[CH:6][CH:5]=1.ClC(Cl)(Cl)C1O[N:16]1[C:18]([O:20][C:21]([CH3:24])([CH3:23])[CH3:22])=[O:19]. Product: [CH3:11][C:2]([NH:12][NH:16][C:18]([O:20][C:21]([CH3:24])([CH3:23])[CH3:22])=[O:19])([CH3:1])[CH2:3][C:4]1[CH:9]=[CH:8][C:7]([CH3:10])=[CH:6][CH:5]=1. The catalyst class is: 2.